This data is from Peptide-MHC class I binding affinity with 185,985 pairs from IEDB/IMGT. The task is: Regression. Given a peptide amino acid sequence and an MHC pseudo amino acid sequence, predict their binding affinity value. This is MHC class I binding data. (1) The peptide sequence is IFLLVLLDY. The MHC is HLA-A02:02 with pseudo-sequence HLA-A02:02. The binding affinity (normalized) is 0.335. (2) The peptide sequence is YMLKDSAPT. The MHC is HLA-A02:06 with pseudo-sequence HLA-A02:06. The binding affinity (normalized) is 0.898. (3) The peptide sequence is KLPTWLGAA. The MHC is HLA-A02:01 with pseudo-sequence HLA-A02:01. The binding affinity (normalized) is 0.507. (4) The peptide sequence is KMNQTLLFL. The MHC is HLA-A02:01 with pseudo-sequence HLA-A02:01. The binding affinity (normalized) is 0.371. (5) The peptide sequence is RQFPAAFEF. The MHC is Mamu-B3901 with pseudo-sequence Mamu-B3901. The binding affinity (normalized) is 0.745. (6) The peptide sequence is RIRSERPAF. The MHC is HLA-A03:01 with pseudo-sequence HLA-A03:01. The binding affinity (normalized) is 0.451. (7) The peptide sequence is YIALGRARV. The MHC is HLA-B08:01 with pseudo-sequence HLA-B08:01. The binding affinity (normalized) is 0.317. (8) The peptide sequence is YRTATLRTL. The MHC is HLA-C07:01 with pseudo-sequence HLA-C07:01. The binding affinity (normalized) is 0.797. (9) The peptide sequence is TPPGSVTV. The MHC is Mamu-A01 with pseudo-sequence Mamu-A01. The binding affinity (normalized) is 0.466.